Dataset: Peptide-MHC class I binding affinity with 185,985 pairs from IEDB/IMGT. Task: Regression. Given a peptide amino acid sequence and an MHC pseudo amino acid sequence, predict their binding affinity value. This is MHC class I binding data. (1) The peptide sequence is LEEDIQHFL. The MHC is HLA-B27:03 with pseudo-sequence HLA-B27:03. The binding affinity (normalized) is 0.0847. (2) The peptide sequence is HLAGYSGVL. The MHC is BoLA-T2C with pseudo-sequence BoLA-T2C. The binding affinity (normalized) is 0.936. (3) The peptide sequence is RETWTVNDI. The MHC is H-2-Kk with pseudo-sequence H-2-Kk. The binding affinity (normalized) is 0.555. (4) The MHC is HLA-B15:03 with pseudo-sequence HLA-B15:03. The binding affinity (normalized) is 0.0258. The peptide sequence is AYIDNYNKV. (5) The peptide sequence is RYSNFAWYF. The MHC is HLA-A02:03 with pseudo-sequence HLA-A02:03. The binding affinity (normalized) is 0.0847. (6) The peptide sequence is GMFTNRSGFQ. The MHC is HLA-A26:01 with pseudo-sequence HLA-A26:01. The binding affinity (normalized) is 0. (7) The peptide sequence is RDALGRTAL. The MHC is HLA-A03:01 with pseudo-sequence HLA-A03:01. The binding affinity (normalized) is 0.0847. (8) The peptide sequence is ILLLCLIFLL. The MHC is HLA-A68:01 with pseudo-sequence HLA-A68:01. The binding affinity (normalized) is 0.393.